Dataset: Reaction yield outcomes from USPTO patents with 853,638 reactions. Task: Predict the reaction yield, written as a fraction of the theoretical maximum amount of product (1.0 means a 100% yield; for example, 0.34 means a 34% yield). (1) The reactants are [OH:1][B:2]([OH:13])[C:3]1[CH:11]=[CH:10][C:6]([C:7]([OH:9])=O)=[C:5]([F:12])[CH:4]=1.CN(C(ON1N=NC2C=CC=CC1=2)=[N+](C)C)C.F[P-](F)(F)(F)(F)F.CCN(C(C)C)C(C)C.[CH3:47][C@@H:48]1[CH2:53][NH:52][CH2:51][CH2:50][N:49]1[C:54]([O:56][C:57]([CH3:60])([CH3:59])[CH3:58])=[O:55]. The catalyst is CN(C=O)C.CCOC(C)=O. The product is [C:57]([O:56][C:54]([N:49]1[CH2:50][CH2:51][N:52]([C:7]([C:6]2[CH:10]=[CH:11][C:3]([B:2]([OH:1])[OH:13])=[CH:4][C:5]=2[F:12])=[O:9])[CH2:53][C@@H:48]1[CH3:47])=[O:55])([CH3:60])([CH3:58])[CH3:59]. The yield is 0.960. (2) The catalyst is O.Cl. The yield is 0.210. The reactants are [CH3:1][C:2]1[C:8]([CH3:9])=[CH:7][C:5]([NH2:6])=[C:4]([N+:10]([O-:12])=O)[CH:3]=1.N#[C:14][NH2:15].[CH]Cl.[OH-].[Na+].N([O-])=[O:21].[Na+]. The product is [OH:21][C:14]1[N:15]=[N+:10]([O-:12])[C:4]2[CH:3]=[C:2]([CH3:1])[C:8]([CH3:9])=[CH:7][C:5]=2[N:6]=1. (3) The reactants are [O:1]=[C:2]1[NH:10][C:9]2[C:4](=[N:5][C:6]([C:11]3[CH:12]=[N:13][N:14]4[CH:19]=[CH:18][C:17]([C:20]#[N:21])=[CH:16][C:15]=34)=[N:7][CH:8]=2)[N:3]1[CH:22]1[CH2:27][CH2:26][O:25][CH2:24][CH2:23]1.[CH3:28][O:29][CH2:30][CH2:31]Br. The catalyst is CN(C=O)C.[H-].[Na+]. The product is [CH3:28][O:29][CH2:30][CH2:31][N:10]1[C:9]2[C:4](=[N:5][C:6]([C:11]3[CH:12]=[N:13][N:14]4[CH:19]=[CH:18][C:17]([C:20]#[N:21])=[CH:16][C:15]=34)=[N:7][CH:8]=2)[N:3]([CH:22]2[CH2:23][CH2:24][O:25][CH2:26][CH2:27]2)[C:2]1=[O:1]. The yield is 0.620. (4) The reactants are Cl.[CH:2]12[NH:10][CH:6]([CH2:7][CH2:8][CH2:9]1)[CH2:5][C:4](=[O:11])[CH2:3]2.C([O-])([O-])=O.[Cs+].[Cs+].[Cl:18][C:19]1[CH:24]=[CH:23][C:22]([S:25](Cl)(=[O:27])=[O:26])=[CH:21][CH:20]=1.CCOC(C)=O. The catalyst is CN(C=O)C.CO. The product is [Cl:18][C:19]1[CH:24]=[CH:23][C:22]([S:25]([N:10]2[CH:6]3[CH2:7][CH2:8][CH2:9][CH:2]2[CH2:3][C:4](=[O:11])[CH2:5]3)(=[O:27])=[O:26])=[CH:21][CH:20]=1. The yield is 0.690. (5) The reactants are C([N:4]1[C:12]2[C:7](=[C:8]([C:15]([F:18])([F:17])[F:16])[C:9]([C:13]#[N:14])=[CH:10][CH:11]=2)[CH:6]=[N:5]1)(=O)C.Cl.[OH-].[Na+].CCOC(C)=O. The catalyst is CCO. The product is [F:17][C:15]([F:16])([F:18])[C:8]1[C:9]([C:13]#[N:14])=[CH:10][CH:11]=[C:12]2[C:7]=1[CH:6]=[N:5][NH:4]2. The yield is 0.280. (6) The reactants are Cl.C(OC([N:9]1[CH2:14][CH2:13][CH:12]([O:15][C:16]2[CH:21]=[CH:20][CH:19]=[CH:18][C:17]=2[C:22]([N:24]2[CH2:38][C:27]3=[C:28]4[N:33]([N:34]=[C:26]3[CH2:25]2)[C:32]([CH3:35])=[C:31]([Cl:36])[C:30]([CH3:37])=[N:29]4)=[O:23])[CH2:11][CH2:10]1)=O)(C)(C)C. The catalyst is O1CCOCC1. The product is [Cl:36][C:31]1[C:30]([CH3:37])=[N:29][C:28]2[N:33]([N:34]=[C:26]3[CH2:25][N:24]([C:22]([C:17]4[CH:18]=[CH:19][CH:20]=[CH:21][C:16]=4[O:15][CH:12]4[CH2:13][CH2:14][NH:9][CH2:10][CH2:11]4)=[O:23])[CH2:38][C:27]3=2)[C:32]=1[CH3:35]. The yield is 0.790. (7) The reactants are [Br:1][C:2]1[CH:3]=[CH:4][C:5]2[O:9][N:8]=[C:7]([NH2:10])[C:6]=2[CH:11]=1.[C:12](O[C:12]([O:14][C:15]([CH3:18])([CH3:17])[CH3:16])=[O:13])([O:14][C:15]([CH3:18])([CH3:17])[CH3:16])=[O:13].C(N(CC)CC)C.O. The catalyst is CN(C)C1C=CN=CC=1.ClCCl. The product is [Br:1][C:2]1[CH:3]=[CH:4][C:5]2[O:9][N:8]=[C:7]([NH:10][C:12](=[O:13])[O:14][C:15]([CH3:18])([CH3:17])[CH3:16])[C:6]=2[CH:11]=1. The yield is 0.760. (8) The reactants are C([O-])(=O)C.[K+].[B:15]1([B:15]2[O:19][C:18]([CH3:21])([CH3:20])[C:17]([CH3:23])([CH3:22])[O:16]2)[O:19][C:18]([CH3:21])([CH3:20])[C:17]([CH3:23])([CH3:22])[O:16]1.Br[C:25]1[C:30]([CH3:31])=[CH:29][C:28]([S:32]([C:35]([F:38])([F:37])[F:36])(=[O:34])=[O:33])=[CH:27][CH:26]=1. The catalyst is CN(C=O)C.C1C=CC(P(C2C=CC=CC=2)[C-]2C=CC=C2)=CC=1.C1C=CC(P(C2C=CC=CC=2)[C-]2C=CC=C2)=CC=1.Cl[Pd]Cl.[Fe+2]. The product is [CH3:31][C:30]1[CH:29]=[C:28]([S:32]([C:35]([F:38])([F:36])[F:37])(=[O:34])=[O:33])[CH:27]=[CH:26][C:25]=1[B:15]1[O:16][C:17]([CH3:22])([CH3:23])[C:18]([CH3:20])([CH3:21])[O:19]1. The yield is 0.680. (9) The reactants are [C:1]([O:5][C:6]([NH:8][C@H:9]([CH2:16][OH:17])[CH2:10][CH2:11][C:12]([O:14][CH3:15])=[O:13])=[O:7])([CH3:4])([CH3:3])[CH3:2].CO[C:20]([CH3:22])=[CH2:21].CCN(CC)CC. The catalyst is CC(C)=O.B(F)(F)F.CCOCC. The product is [CH3:15][O:14][C:12](=[O:13])[CH2:11][CH2:10][C@H:9]1[CH2:16][O:17][C:20]([CH3:22])([CH3:21])[N:8]1[C:6]([O:5][C:1]([CH3:2])([CH3:4])[CH3:3])=[O:7]. The yield is 0.720. (10) The reactants are [Na].[Cl:2][C:3]1[CH:4]=[CH:5][C:6]([CH2:9][OH:10])=[N:7][CH:8]=1.[N+]([C:14]1[CH:19]=[CH:18][N+:17]([O-:20])=[CH:16][CH:15]=1)([O-])=O. The catalyst is C1COCC1. The product is [Cl:2][C:3]1[CH:4]=[CH:5][C:6]([CH2:9][O:10][C:14]2[CH:19]=[CH:18][N+:17]([O-:20])=[CH:16][CH:15]=2)=[N:7][CH:8]=1. The yield is 0.490.